Task: Predict the reactants needed to synthesize the given product.. Dataset: Full USPTO retrosynthesis dataset with 1.9M reactions from patents (1976-2016) Given the product [C:18]([O:17][C:15]([CH2:14][N:11]([CH2:10][C:9]([OH:22])=[O:8])[CH2:12][CH3:13])=[O:16])([CH3:19])([CH3:20])[CH3:21], predict the reactants needed to synthesize it. The reactants are: C([O:8][C:9](=[O:22])[CH2:10][N:11]([CH2:14][C:15]([O:17][C:18]([CH3:21])([CH3:20])[CH3:19])=[O:16])[CH2:12][CH3:13])C1C=CC=CC=1.[H][H].